From a dataset of Reaction yield outcomes from USPTO patents with 853,638 reactions. Predict the reaction yield, written as a fraction of the theoretical maximum amount of product (1.0 means a 100% yield; for example, 0.34 means a 34% yield). (1) The catalyst is ClCCl. The reactants are Cl.[NH2:2][CH2:3][C:4]([C:6]1[CH:11]=[CH:10][CH:9]=[CH:8][CH:7]=1)=[O:5].C(N(CC)CC)C.[Cl:19][CH2:20][S:21](Cl)(=[O:23])=[O:22].Cl. The yield is 0.760. The product is [Cl:19][CH2:20][S:21]([NH:2][CH2:3][C:4]([C:6]1[CH:11]=[CH:10][CH:9]=[CH:8][CH:7]=1)=[O:5])(=[O:23])=[O:22]. (2) The yield is 0.313. The catalyst is C(Cl)Cl. The product is [F:1][C:2]1[CH:3]=[CH:4][C:5]([C:6](/[N:8]=[C:9]2\[NH:10][C:11]3[CH:29]=[CH:28][C:27]([CH2:30][N:38]4[CH2:43][CH2:42][CH:41]([C:44]([OH:47])([CH3:46])[CH3:45])[CH2:40][CH2:39]4)=[CH:26][C:12]=3[N:13]\2[C@H:14]2[CH2:15][CH2:16][C@@H:17]([NH:20][C:21](=[O:25])[CH:22]([CH3:23])[CH3:24])[CH2:18][CH2:19]2)=[O:7])=[CH:32][CH:33]=1. The reactants are [F:1][C:2]1[CH:33]=[CH:32][C:5]([C:6](/[N:8]=[C:9]2\[NH:10][C:11]3[CH:29]=[CH:28][C:27]([CH2:30]O)=[CH:26][C:12]=3[N:13]\2[C@H:14]2[CH2:19][CH2:18][C@@H:17]([NH:20][C:21](=[O:25])[CH:22]([CH3:24])[CH3:23])[CH2:16][CH2:15]2)=[O:7])=[CH:4][CH:3]=1.S(Cl)(Cl)=O.[NH:38]1[CH2:43][CH2:42][CH:41]([C:44]([OH:47])([CH3:46])[CH3:45])[CH2:40][CH2:39]1. (3) The reactants are [N:1]12[CH2:8][CH2:7][C:4]([C:9]([C:17]3[CH:22]=[CH:21][CH:20]=[CH:19][CH:18]=3)([C:11]3[CH:16]=[CH:15][CH:14]=[CH:13][CH:12]=3)[OH:10])([CH2:5][CH2:6]1)[CH2:3][CH2:2]2.[Br:23][CH2:24][CH2:25][CH2:26][O:27][C:28]1[CH:33]=[CH:32][CH:31]=[CH:30][C:29]=1[O:34][CH3:35]. The catalyst is CC#N. The product is [Br-:23].[OH:10][C:9]([C:17]1[CH:22]=[CH:21][CH:20]=[CH:19][CH:18]=1)([C:11]1[CH:12]=[CH:13][CH:14]=[CH:15][CH:16]=1)[C:4]12[CH2:5][CH2:6][N+:1]([CH2:24][CH2:25][CH2:26][O:27][C:28]3[CH:33]=[CH:32][CH:31]=[CH:30][C:29]=3[O:34][CH3:35])([CH2:2][CH2:3]1)[CH2:8][CH2:7]2. The yield is 0.735. (4) The reactants are [NH2:1][C@H:2]([CH3:23])[C@H:3]([NH:8][C:9](=[O:22])[C:10]1[CH:15]=[CH:14][C:13]([C:16]#[C:17][C:18]#[C:19][CH2:20][OH:21])=[CH:12][CH:11]=1)[C:4]([NH:6][OH:7])=[O:5].C=O.[CH2:26](N)CCC.[BH3-]C#N.[Na+].C(O)(C(F)(F)F)=O. The catalyst is CN(C=O)C.CO.O. The product is [OH:7][NH:6][C:4](=[O:5])[C@@H:3]([NH:8][C:9](=[O:22])[C:10]1[CH:15]=[CH:14][C:13]([C:16]#[C:17][C:18]#[C:19][CH2:20][OH:21])=[CH:12][CH:11]=1)[C@H:2]([NH:1][CH3:26])[CH3:23]. The yield is 0.0510. (5) The reactants are [C:1]([O:5][C:6](=[O:15])[CH2:7][C@H:8]([CH2:12][CH:13]=[CH2:14])[C:9]([OH:11])=O)([CH3:4])([CH3:3])[CH3:2].[CH3:16][NH:17][C@@H:18]([CH3:27])[C@@H:19]([C:21]1[CH:26]=[CH:25][CH:24]=[CH:23][CH:22]=1)[OH:20].CO.C(Cl)Cl. The catalyst is C(Cl)Cl. The product is [OH:20][C@H:19]([C:21]1[CH:26]=[CH:25][CH:24]=[CH:23][CH:22]=1)[C@@H:18]([N:17]([CH3:16])[C:9]([C@@H:8]([CH2:12][CH:13]=[CH2:14])[CH2:7][C:6]([O:5][C:1]([CH3:2])([CH3:3])[CH3:4])=[O:15])=[O:11])[CH3:27]. The yield is 0.920.